From a dataset of Forward reaction prediction with 1.9M reactions from USPTO patents (1976-2016). Predict the product of the given reaction. (1) Given the reactants [CH2:1]([O:8][C:9]1[CH:14]=[CH:13][C:12]([CH2:15][CH:16]([OH:22])[C:17]([O:19][CH2:20][CH3:21])=[O:18])=[CH:11][CH:10]=1)[C:2]1[CH:7]=[CH:6][CH:5]=[CH:4][CH:3]=1.[F:23][C:24]([F:34])([F:33])[O:25][C:26]1[CH:31]=[CH:30][C:29](O)=[CH:28][CH:27]=1.C1(P(C2C=CC=CC=2)C2C=CC=CC=2)C=CC=CC=1.CCOC(/N=N/C(OCC)=O)=O, predict the reaction product. The product is: [CH2:1]([O:8][C:9]1[CH:14]=[CH:13][C:12]([CH2:15][CH:16]([O:22][C:29]2[CH:28]=[CH:27][C:26]([O:25][C:24]([F:23])([F:33])[F:34])=[CH:31][CH:30]=2)[C:17]([O:19][CH2:20][CH3:21])=[O:18])=[CH:11][CH:10]=1)[C:2]1[CH:7]=[CH:6][CH:5]=[CH:4][CH:3]=1. (2) Given the reactants [C:1]([N:9]1[C:18]2[C:13](=[CH:14][CH:15]=[CH:16][CH:17]=2)[C@H:12]([N:19]([C:23]2[CH:28]=[CH:27][C:26]([O:29]C)=[CH:25][CH:24]=2)[C:20](=[O:22])[CH3:21])[CH2:11][C@@H:10]1[CH3:31])(=[O:8])[C:2]1[CH:7]=[CH:6][CH:5]=[CH:4][CH:3]=1.B(Br)(Br)Br, predict the reaction product. The product is: [C:1]([N:9]1[C:18]2[C:13](=[CH:14][CH:15]=[CH:16][CH:17]=2)[C@H:12]([N:19]([C:23]2[CH:28]=[CH:27][C:26]([OH:29])=[CH:25][CH:24]=2)[C:20](=[O:22])[CH3:21])[CH2:11][C@@H:10]1[CH3:31])(=[O:8])[C:2]1[CH:7]=[CH:6][CH:5]=[CH:4][CH:3]=1. (3) Given the reactants [Cl:1][C:2]1[CH:11]=[C:10]2[C:5]([C:6]([N:12]3[CH2:17][CH2:16][NH:15][CH:14]([CH2:18][C:19]([NH2:21])=[O:20])[CH2:13]3)=[N:7][CH:8]=[N:9]2)=[CH:4][C:3]=1[C:22]1[CH:27]=[CH:26][C:25]([Cl:28])=[CH:24][CH:23]=1.CCN(CC)CC.[C:36](Cl)(=[O:39])[CH:37]=[CH2:38], predict the reaction product. The product is: [C:36]([N:15]1[CH2:16][CH2:17][N:12]([C:6]2[C:5]3[C:10](=[CH:11][C:2]([Cl:1])=[C:3]([C:22]4[CH:27]=[CH:26][C:25]([Cl:28])=[CH:24][CH:23]=4)[CH:4]=3)[N:9]=[CH:8][N:7]=2)[CH2:13][CH:14]1[CH2:18][C:19]([NH2:21])=[O:20])(=[O:39])[CH:37]=[CH2:38]. (4) Given the reactants [CH3:1][C:2]1[CH:7]=[C:6]([N:8]2[CH2:12][CH2:11][C@H:10]([CH2:13][N:14]3[CH2:18][CH2:17][CH2:16][C@@H:15]3[CH3:19])[CH2:9]2)[CH:5]=[CH:4][C:3]=1[NH2:20].[O:21]1[CH:25]=[CH:24][C:23]([C:26](Cl)=[O:27])=[CH:22]1, predict the reaction product. The product is: [CH3:1][C:2]1[CH:7]=[C:6]([N:8]2[CH2:12][CH2:11][C@H:10]([CH2:13][N:14]3[CH2:18][CH2:17][CH2:16][C@@H:15]3[CH3:19])[CH2:9]2)[CH:5]=[CH:4][C:3]=1[NH:20][C:26]([C:23]1[CH:24]=[CH:25][O:21][CH:22]=1)=[O:27]. (5) Given the reactants [NH:1]1[CH2:5][CH2:4][C@@H:3]([OH:6])[CH2:2]1.CCN(C(C)C)C(C)C.[Br:16][C:17]1[C:18](Cl)=[N:19][CH:20]=[C:21]([CH:36]=1)[C:22]([NH:24][C:25]1[CH:30]=[CH:29][C:28]([O:31][C:32]([Cl:35])([F:34])[F:33])=[CH:27][CH:26]=1)=[O:23].CCOC(C)=O, predict the reaction product. The product is: [Br:16][C:17]1[C:18]([N:1]2[CH2:5][CH2:4][C@@H:3]([OH:6])[CH2:2]2)=[N:19][CH:20]=[C:21]([CH:36]=1)[C:22]([NH:24][C:25]1[CH:26]=[CH:27][C:28]([O:31][C:32]([Cl:35])([F:33])[F:34])=[CH:29][CH:30]=1)=[O:23]. (6) Given the reactants [F:1][C:2]([F:34])([F:33])[C:3]1[CH:32]=[CH:31][C:6]([CH2:7][N:8]2[CH:13]([C:14]([NH:16][C@H:17]([C:19]3[CH:28]=[CH:27][C:22]([C:23]([O:25]C)=[O:24])=[CH:21][CH:20]=3)[CH3:18])=[O:15])[CH:12]3[CH2:29][CH2:30][CH:9]2[CH2:10][CH2:11]3)=[CH:5][CH:4]=1.O[Li].O, predict the reaction product. The product is: [F:33][C:2]([F:1])([F:34])[C:3]1[CH:32]=[CH:31][C:6]([CH2:7][N:8]2[CH:13]([C:14]([NH:16][C@H:17]([C:19]3[CH:28]=[CH:27][C:22]([C:23]([OH:25])=[O:24])=[CH:21][CH:20]=3)[CH3:18])=[O:15])[CH:12]3[CH2:11][CH2:10][CH:9]2[CH2:30][CH2:29]3)=[CH:5][CH:4]=1. (7) Given the reactants [NH2:1][C:2]1[CH:7]=[C:6]([C:8]([CH3:11])([CH3:10])[CH3:9])[CH:5]=[CH:4][C:3]=1[OH:12].[CH3:13][O:14][C:15](=[O:28])[C:16]1[CH:21]=[C:20]([N+:22]([O-:24])=[O:23])[CH:19]=[C:18]([C:25](Cl)=O)[CH:17]=1, predict the reaction product. The product is: [CH3:13][O:14][C:15](=[O:28])[C:16]1[CH:21]=[C:20]([N+:22]([O-:24])=[O:23])[CH:19]=[C:18]([C:25]2[O:12][C:3]3[CH:4]=[CH:5][C:6]([C:8]([CH3:9])([CH3:11])[CH3:10])=[CH:7][C:2]=3[N:1]=2)[CH:17]=1.